Dataset: Forward reaction prediction with 1.9M reactions from USPTO patents (1976-2016). Task: Predict the product of the given reaction. (1) Given the reactants [C:1]([CH2:4][CH:5]1[C:9]2[C:10]([C:16]([NH:18][C:19]3[C:24]([Cl:25])=[CH:23][N:22]=[CH:21][C:20]=3[Cl:26])=[O:17])=[CH:11][CH:12]=[C:13]([O:14][CH3:15])[C:8]=2[O:7][CH2:6]1)([OH:3])=O.[NH2:27][C:28]1[CH:29]=[N:30][CH:31]=[CH:32][CH:33]=1, predict the reaction product. The product is: [Cl:26][C:20]1[CH:21]=[N:22][CH:23]=[C:24]([Cl:25])[C:19]=1[NH:18][C:16]([C:10]1[C:9]2[CH:5]([CH2:4][C:1]([NH:27][C:28]3[CH:29]=[N:30][CH:31]=[CH:32][CH:33]=3)=[O:3])[CH2:6][O:7][C:8]=2[C:13]([O:14][CH3:15])=[CH:12][CH:11]=1)=[O:17]. (2) Given the reactants [CH2:1]([N:8]1[CH:17]([C:18]([O:20]C)=[O:19])[CH2:16][C:15]2[C:10](=[CH:11][CH:12]=[C:13]([F:22])[CH:14]=2)[CH2:9]1)[C:2]1[CH:7]=[CH:6][CH:5]=[CH:4][CH:3]=1.[OH-].[Li+].O.[Cl-].[NH4+], predict the reaction product. The product is: [CH2:1]([N:8]1[CH:17]([C:18]([OH:20])=[O:19])[CH2:16][C:15]2[C:10](=[CH:11][CH:12]=[C:13]([F:22])[CH:14]=2)[CH2:9]1)[C:2]1[CH:3]=[CH:4][CH:5]=[CH:6][CH:7]=1. (3) The product is: [CH2:13]([O:20][C:21]1[CH:22]=[C:23]([B:28]([OH:33])[OH:29])[C:24]([F:27])=[N:25][CH:26]=1)[C:14]1[CH:15]=[CH:16][CH:17]=[CH:18][CH:19]=1. Given the reactants C(NC(C)C)(C)C.C([Li])CCC.[CH2:13]([O:20][C:21]1[CH:22]=[CH:23][C:24]([F:27])=[N:25][CH:26]=1)[C:14]1[CH:19]=[CH:18][CH:17]=[CH:16][CH:15]=1.[B:28](OC(C)C)([O:33]C(C)C)[O:29]C(C)C, predict the reaction product. (4) Given the reactants [C:1]([C:5]1[CH:10]=[CH:9][C:8](N2C(C)=CC=C2C)=[C:7]([N+:18]([O-])=O)[CH:6]=1)([CH3:4])([CH3:3])[CH3:2].CCO[C:24]([CH3:26])=O, predict the reaction product. The product is: [C:1]([C:5]1[CH:10]=[CH:9][C:8]([C:5]2[CH:6]=[C:7]([CH3:8])[NH:18][C:24]=2[CH3:26])=[C:7]([CH:6]=1)[NH2:18])([CH3:2])([CH3:3])[CH3:4]. (5) The product is: [CH2:20]([S:27]([NH:30][C:31]1[C:32](=[O:42])[N:33]([CH2:38][CH2:39][CH2:40][Br:44])[C:34]([CH3:37])=[CH:35][CH:36]=1)(=[O:29])=[O:28])[C:21]1[CH:26]=[CH:25][CH:24]=[CH:23][CH:22]=1. Given the reactants C1(P(C2C=CC=CC=2)C2C=CC=CC=2)C=CC=CC=1.[CH2:20]([S:27]([NH:30][C:31]1[C:32](=[O:42])[N:33]([CH2:38][CH2:39][CH2:40]O)[C:34]([CH3:37])=[CH:35][CH:36]=1)(=[O:29])=[O:28])[C:21]1[CH:26]=[CH:25][CH:24]=[CH:23][CH:22]=1.C(Br)(Br)(Br)[Br:44], predict the reaction product. (6) Given the reactants [NH2:1][C:2]1[CH:3]=[C:4]([C:8]2[N:13]3[N:14]=[CH:15][C:16]([C:17]([C:19]4[S:20][CH:21]=[CH:22][CH:23]=4)=[O:18])=[C:12]3[N:11]=[CH:10][CH:9]=2)[CH:5]=[CH:6][CH:7]=1.[CH3:24][C:25]([CH3:30])([CH3:29])[CH2:26][CH:27]=O, predict the reaction product. The product is: [CH3:24][C:25]([CH3:30])([CH3:29])[CH2:26][CH2:27][NH:1][C:2]1[CH:3]=[C:4]([C:8]2[N:13]3[N:14]=[CH:15][C:16]([C:17]([C:19]4[S:20][CH:21]=[CH:22][CH:23]=4)=[O:18])=[C:12]3[N:11]=[CH:10][CH:9]=2)[CH:5]=[CH:6][CH:7]=1. (7) Given the reactants [CH3:1][C@:2]1(CN2CCN(C(OC(C)(C)C)=O)CC2)[O:6][C:5]2=[N:7][C:8]([N+:10]([O-:12])=[O:11])=[CH:9][N:4]2[CH2:3]1.FC(F)(F)C(O)=O.C(N(CC)CC)C.C1(C2C=CC(C=O)=CC=2)C=CC=CC=1.[B-]C#N.[Na+].C(O)(=O)C, predict the reaction product. The product is: [CH3:1][CH:2]1[O:6][C:5]2=[N:7][C:8]([N+:10]([O-:12])=[O:11])=[CH:9][N:4]2[CH2:3]1.